Dataset: Forward reaction prediction with 1.9M reactions from USPTO patents (1976-2016). Task: Predict the product of the given reaction. (1) Given the reactants [OH:1][C:2]1([CH3:9])[CH2:7][CH2:6][C:5](=[O:8])[CH2:4][CH2:3]1.[BH4-].[Na+], predict the reaction product. The product is: [CH3:9][C:2]1([OH:1])[CH2:7][CH2:6][CH:5]([OH:8])[CH2:4][CH2:3]1. (2) Given the reactants Cl.Cl.[N:3]1([C:9]2[CH:14]=[CH:13][C:12]([N:15]3[CH2:19][C@H:18]([CH2:20][O:21][C:22]4[CH:26]=[CH:25][O:24][N:23]=4)[O:17][C:16]3=[O:27])=[CH:11][C:10]=2[F:28])[CH2:8][CH2:7][NH:6][CH2:5][CH2:4]1.[C:29](Cl)(=[O:31])[CH3:30], predict the reaction product. The product is: [C:29]([N:6]1[CH2:5][CH2:4][N:3]([C:9]2[CH:14]=[CH:13][C:12]([N:15]3[CH2:19][C@H:18]([CH2:20][O:21][C:22]4[CH:26]=[CH:25][O:24][N:23]=4)[O:17][C:16]3=[O:27])=[CH:11][C:10]=2[F:28])[CH2:8][CH2:7]1)(=[O:31])[CH3:30]. (3) Given the reactants [I:1][C:2]1[CH:3]=[C:4]2[C:8](=[CH:9][CH:10]=1)[NH:7][N:6]=[CH:5]2.[K].CC(C)([O-])C.[Cl:17][C:18]1[CH:23]=[CH:22][C:21]([S:24][S:24][C:21]2[CH:22]=[CH:23][C:18]([Cl:17])=[CH:19][CH:20]=2)=[CH:20][CH:19]=1, predict the reaction product. The product is: [Cl:17][C:18]1[CH:23]=[CH:22][C:21]([S:24][C:5]2[C:4]3[C:8](=[CH:9][CH:10]=[C:2]([I:1])[CH:3]=3)[NH:7][N:6]=2)=[CH:20][CH:19]=1. (4) Given the reactants Cl[C:2]1[N:7]=[C:6]([N:8]([CH3:26])[CH:9]2[CH2:25][CH2:24][C:12]3([CH2:16][N:15]([C:17]([O:19][C:20]([CH3:23])([CH3:22])[CH3:21])=[O:18])[CH2:14][CH2:13]3)[CH2:11][CH2:10]2)[C:5]([Cl:27])=[CH:4][N:3]=1.Cl.[CH3:29][N:30]1[CH:34]=[C:33]([NH2:35])[CH:32]=[N:31]1.CCN(C(C)C)C(C)C, predict the reaction product. The product is: [Cl:27][C:5]1[C:6]([N:8]([CH3:26])[CH:9]2[CH2:10][CH2:11][C:12]3([CH2:16][N:15]([C:17]([O:19][C:20]([CH3:21])([CH3:22])[CH3:23])=[O:18])[CH2:14][CH2:13]3)[CH2:24][CH2:25]2)=[N:7][C:2]([NH:35][C:33]2[CH:32]=[N:31][N:30]([CH3:29])[CH:34]=2)=[N:3][CH:4]=1. (5) Given the reactants Br[C:2]1[C:10]2[N:9]3[CH2:11][CH2:12][NH:13][C:14](=[O:15])[C:8]3=[CH:7][C:6]=2[CH:5]=[C:4]([CH3:16])[CH:3]=1.[F:17][C:18]1[CH:19]=[C:20](B(O)O)[CH:21]=[CH:22][C:23]=1[F:24], predict the reaction product. The product is: [F:17][C:18]1[CH:19]=[C:20]([C:2]2[C:10]3[N:9]4[CH2:11][CH2:12][NH:13][C:14](=[O:15])[C:8]4=[CH:7][C:6]=3[CH:5]=[C:4]([CH3:16])[CH:3]=2)[CH:21]=[CH:22][C:23]=1[F:24]. (6) Given the reactants C[O:2][C:3](=[O:36])[CH2:4][C:5]1[CH:10]=[CH:9][CH:8]=[C:7]([C:11]2[C:15]([C:16](=[O:29])[NH:17][CH2:18][CH2:19][O:20][C:21]3[CH:26]=[CH:25][C:24]([Cl:27])=[CH:23][C:22]=3[Cl:28])=[C:14]([C:30]3[CH:35]=[CH:34][CH:33]=[CH:32][CH:31]=3)[O:13][N:12]=2)[CH:6]=1.[Li+].[OH-], predict the reaction product. The product is: [Cl:28][C:22]1[CH:23]=[C:24]([Cl:27])[CH:25]=[CH:26][C:21]=1[O:20][CH2:19][CH2:18][NH:17][C:16]([C:15]1[C:11]([C:7]2[CH:8]=[CH:9][CH:10]=[C:5]([CH2:4][C:3]([OH:36])=[O:2])[CH:6]=2)=[N:12][O:13][C:14]=1[C:30]1[CH:35]=[CH:34][CH:33]=[CH:32][CH:31]=1)=[O:29].